This data is from Retrosynthesis with 50K atom-mapped reactions and 10 reaction types from USPTO. The task is: Predict the reactants needed to synthesize the given product. (1) The reactants are: COC(=O)c1ccc2cnc(CCc3ccccc3)n2c1. Given the product OCc1ccc2cnc(CCc3ccccc3)n2c1, predict the reactants needed to synthesize it. (2) Given the product CCC1(c2cccc(Oc3cc(C(O)c4cccnc4)ccc3C#N)c2)CCCCN(C)C1=O, predict the reactants needed to synthesize it. The reactants are: CCC1(c2cccc(O)c2)CCCCN(C)C1=O.N#Cc1ccc(C(O)c2cccnc2)cc1F. (3) Given the product COc1ccc2cc([C@H](C)C(=O)O)ccc2c1, predict the reactants needed to synthesize it. The reactants are: COc1ccc2cc([C@H](C)C(=O)O)ccc2c1Cl. (4) Given the product N#Cc1ccc(OC2CCCCO2)c(-c2ccc(OCc3ccc4ccccc4n3)cc2)c1, predict the reactants needed to synthesize it. The reactants are: CC1(C)OB(c2ccc(OCc3ccc4ccccc4n3)cc2)OC1(C)C.N#Cc1ccc(OC2CCCCO2)c(Br)c1. (5) The reactants are: COc1ccc(C(=O)Nc2ccc(F)c(F)c2)cc1N.S=C=Nc1cc(Cl)cc(Cl)c1. Given the product COc1ccc(C(=O)Nc2ccc(F)c(F)c2)cc1NC(=S)Nc1cc(Cl)cc(Cl)c1, predict the reactants needed to synthesize it. (6) The reactants are: NN.O=Cc1ccccc1. Given the product NN=Cc1ccccc1, predict the reactants needed to synthesize it. (7) Given the product CCc1ncc(CCCOc2c(C)cc(-c3nnn(C)n3)cc2C)n1C, predict the reactants needed to synthesize it. The reactants are: CCc1ncc(CCCO)n1C.Cc1cc(-c2nnn(C)n2)cc(C)c1O. (8) Given the product COC(=O)c1ccc2c(c1)CC(C)(C)C(c1cccc(C(=O)NC3CN(C)C3)c1)N2, predict the reactants needed to synthesize it. The reactants are: CN1CC(N)C1.COC(=O)c1ccc2c(c1)CC(C)(C)C(c1cccc(C(=O)O)c1)N2. (9) The reactants are: CC(C)(C)OC(=O)N1CCC(C)(N2CCC(=O)CC2)C1.Nc1ccccc1N. Given the product CC(C)(C)OC(=O)N1CCC(C)(N2CCC(Nc3ccccc3N)CC2)C1, predict the reactants needed to synthesize it.